Dataset: Full USPTO retrosynthesis dataset with 1.9M reactions from patents (1976-2016). Task: Predict the reactants needed to synthesize the given product. (1) The reactants are: C[Si]([N-][Si](C)(C)C)(C)C.[Na+].[Br:11][C:12]1[CH:19]=[CH:18][C:15]([CH2:16][OH:17])=[CH:14][CH:13]=1.[CH2:20]([O:22][CH:23]([O:26][CH2:27][CH3:28])[CH2:24]Br)[CH3:21].C(OCC)(=O)C. Given the product [Br:11][C:12]1[CH:19]=[CH:18][C:15]([CH2:16][O:17][CH2:24][CH:23]([O:26][CH2:27][CH3:28])[O:22][CH2:20][CH3:21])=[CH:14][CH:13]=1, predict the reactants needed to synthesize it. (2) The reactants are: [Br:1][C:2]1[CH:3]=[CH:4][C:5](Cl)=[N:6][CH:7]=1.[OH:9][CH2:10][CH2:11][NH2:12]. Given the product [Br:1][C:2]1[CH:3]=[CH:4][C:5]([NH:12][CH2:11][CH2:10][OH:9])=[N:6][CH:7]=1, predict the reactants needed to synthesize it. (3) Given the product [F:1][C:2]([F:17])([F:18])[CH:3]([CH2:10][C:11]1[CH:12]=[CH:13][CH:14]=[CH:15][CH:16]=1)[CH2:4][C:5]([O:7][CH2:8][CH3:9])=[O:6], predict the reactants needed to synthesize it. The reactants are: [F:1][C:2]([F:18])([F:17])/[C:3](/[CH2:10][C:11]1[CH:16]=[CH:15][CH:14]=[CH:13][CH:12]=1)=[CH:4]/[C:5]([O:7][CH2:8][CH3:9])=[O:6]. (4) Given the product [CH:27]1([CH2:30][C:31]([NH:26][C@H:23]2[CH2:22][CH2:21][C@H:20]([CH2:19][CH2:18][N:15]3[CH2:16][CH2:17][CH:12]([C:11]4[C:6]5[CH2:5][CH2:4][O:3][C:7]=5[CH:8]=[CH:9][CH:10]=4)[CH2:13][CH2:14]3)[CH2:25][CH2:24]2)=[O:32])[CH2:29][CH2:28]1, predict the reactants needed to synthesize it. The reactants are: Cl.Cl.[O:3]1[C:7]2[CH:8]=[CH:9][CH:10]=[C:11]([CH:12]3[CH2:17][CH2:16][N:15]([CH2:18][CH2:19][C@H:20]4[CH2:25][CH2:24][C@H:23]([NH2:26])[CH2:22][CH2:21]4)[CH2:14][CH2:13]3)[C:6]=2[CH2:5][CH2:4]1.[CH:27]1([CH2:30][C:31](O)=[O:32])[CH2:29][CH2:28]1.